This data is from NCI-60 drug combinations with 297,098 pairs across 59 cell lines. The task is: Regression. Given two drug SMILES strings and cell line genomic features, predict the synergy score measuring deviation from expected non-interaction effect. (1) Drug 1: C1=NC2=C(N=C(N=C2N1C3C(C(C(O3)CO)O)O)F)N. Drug 2: C1=NC2=C(N=C(N=C2N1C3C(C(C(O3)CO)O)F)Cl)N. Cell line: RXF 393. Synergy scores: CSS=-1.17, Synergy_ZIP=1.19, Synergy_Bliss=1.37, Synergy_Loewe=-0.551, Synergy_HSA=-0.551. (2) Drug 1: C1=NC2=C(N=C(N=C2N1C3C(C(C(O3)CO)O)F)Cl)N. Drug 2: CS(=O)(=O)CCNCC1=CC=C(O1)C2=CC3=C(C=C2)N=CN=C3NC4=CC(=C(C=C4)OCC5=CC(=CC=C5)F)Cl. Cell line: MCF7. Synergy scores: CSS=10.6, Synergy_ZIP=0.233, Synergy_Bliss=2.47, Synergy_Loewe=2.61, Synergy_HSA=2.19. (3) Cell line: 786-0. Drug 2: CC1C(C(=O)NC(C(=O)N2CCCC2C(=O)N(CC(=O)N(C(C(=O)O1)C(C)C)C)C)C(C)C)NC(=O)C3=C4C(=C(C=C3)C)OC5=C(C(=O)C(=C(C5=N4)C(=O)NC6C(OC(=O)C(N(C(=O)CN(C(=O)C7CCCN7C(=O)C(NC6=O)C(C)C)C)C)C(C)C)C)N)C. Drug 1: CS(=O)(=O)C1=CC(=C(C=C1)C(=O)NC2=CC(=C(C=C2)Cl)C3=CC=CC=N3)Cl. Synergy scores: CSS=54.9, Synergy_ZIP=25.7, Synergy_Bliss=28.6, Synergy_Loewe=27.2, Synergy_HSA=28.8. (4) Drug 1: C1CN1P(=S)(N2CC2)N3CC3. Drug 2: C#CCC(CC1=CN=C2C(=N1)C(=NC(=N2)N)N)C3=CC=C(C=C3)C(=O)NC(CCC(=O)O)C(=O)O. Cell line: NCI-H226. Synergy scores: CSS=55.6, Synergy_ZIP=5.63, Synergy_Bliss=3.67, Synergy_Loewe=-15.2, Synergy_HSA=-0.119. (5) Drug 1: CC(CN1CC(=O)NC(=O)C1)N2CC(=O)NC(=O)C2. Drug 2: CC12CCC3C(C1CCC2O)C(CC4=C3C=CC(=C4)O)CCCCCCCCCS(=O)CCCC(C(F)(F)F)(F)F. Cell line: UO-31. Synergy scores: CSS=12.8, Synergy_ZIP=-3.60, Synergy_Bliss=-1.80, Synergy_Loewe=-0.0604, Synergy_HSA=-0.292. (6) Drug 1: C1CN1C2=NC(=NC(=N2)N3CC3)N4CC4. Drug 2: C1CCC(C(C1)N)N.C(=O)(C(=O)[O-])[O-].[Pt+4]. Cell line: RPMI-8226. Synergy scores: CSS=78.2, Synergy_ZIP=2.52, Synergy_Bliss=0.705, Synergy_Loewe=1.49, Synergy_HSA=6.16.